Dataset: Full USPTO retrosynthesis dataset with 1.9M reactions from patents (1976-2016). Task: Predict the reactants needed to synthesize the given product. (1) The reactants are: [NH:1]1[CH2:5][CH2:4][CH2:3][CH2:2]1.[CH2:6]([O:13][N:14]1[C:23](=[O:24])[C:22]2[C:17](=[CH:18][C:19](F)=[C:20]([F:25])[CH:21]=2)[N:16]([CH2:27][CH2:28][F:29])[C:15]1=[O:30])[C:7]1[CH:12]=[CH:11][CH:10]=[CH:9][CH:8]=1.C(N(CC)CC)C. Given the product [CH2:6]([O:13][N:14]1[C:23](=[O:24])[C:22]2[C:17](=[CH:18][C:19]([N:1]3[CH2:5][CH2:4][CH2:3][CH2:2]3)=[C:20]([F:25])[CH:21]=2)[N:16]([CH2:27][CH2:28][F:29])[C:15]1=[O:30])[C:7]1[CH:12]=[CH:11][CH:10]=[CH:9][CH:8]=1, predict the reactants needed to synthesize it. (2) Given the product [ClH:17].[OH:16][C@@H:10]1[C@@H:11]([CH2:13][CH2:14][CH3:15])[CH2:12][NH:8][CH2:9]1, predict the reactants needed to synthesize it. The reactants are: C(OC([N:8]1[CH2:12][C@H:11]([CH2:13][CH2:14][CH3:15])[C@@H:10]([OH:16])[CH2:9]1)=O)(C)(C)C.[ClH:17].